Dataset: Full USPTO retrosynthesis dataset with 1.9M reactions from patents (1976-2016). Task: Predict the reactants needed to synthesize the given product. (1) Given the product [CH:11]1(/[CH:17]=[C:18](\[C:2]2[CH:7]=[CH:6][C:5]([N+:8]([O-:10])=[O:9])=[CH:4][CH:3]=2)/[CH2:19][OH:20])[CH2:16][CH2:15][CH2:14][CH2:13][CH2:12]1, predict the reactants needed to synthesize it. The reactants are: Br[C:2]1[CH:7]=[CH:6][C:5]([N+:8]([O-:10])=[O:9])=[CH:4][CH:3]=1.[CH:11]1(/[CH:17]=[C:18](\B2OC(C)(C)C(C)(C)O2)/[CH2:19][OH:20])[CH2:16][CH2:15][CH2:14][CH2:13][CH2:12]1.[F-].[Cs+]. (2) Given the product [F:17][C:4]1[CH:3]=[C:2]([C:19]2[CH:24]=[CH:23][C:22]([CH3:25])=[CH:21][CH:20]=2)[C:10]2[N:9]3[CH2:11][CH2:12][NH:13][C:14](=[O:15])[C:8]3=[C:7]([CH3:16])[C:6]=2[CH:5]=1, predict the reactants needed to synthesize it. The reactants are: Br[C:2]1[C:10]2[N:9]3[CH2:11][CH2:12][NH:13][C:14](=[O:15])[C:8]3=[C:7]([CH3:16])[C:6]=2[CH:5]=[C:4]([F:17])[CH:3]=1.B(O)(O)[C:19]1[CH:20]=[CH:21][C:22]([CH3:25])=[CH:23][CH:24]=1. (3) Given the product [CH:1]1([NH:4][C:5]([C:7]2[CH:8]=[CH:9][C:10]([S:13]([NH:16][C:17]3[CH:18]=[C:19]([F:56])[C:20]([C:21]([NH:23][C@H:24]([C:47]([OH:49])=[O:48])[CH2:25][C:26]4[CH:31]=[CH:30][C:29]([N:32]5[C:41](=[O:42])[C:40]6[C:35](=[CH:36][CH:37]=[C:38]([O:43][CH3:44])[CH:39]=6)[N:34]([CH3:45])[C:33]5=[O:46])=[CH:28][CH:27]=4)=[O:22])=[C:53]([F:55])[CH:54]=3)(=[O:14])=[O:15])=[CH:11][CH:12]=2)=[O:6])[CH2:2][CH2:3]1, predict the reactants needed to synthesize it. The reactants are: [CH:1]1([NH:4][C:5]([C:7]2[CH:12]=[CH:11][C:10]([S:13]([NH:16][C:17]3[CH:54]=[C:53]([F:55])[C:20]([C:21]([NH:23][C@H:24]([C:47]([O:49]C(C)C)=[O:48])[CH2:25][C:26]4[CH:31]=[CH:30][C:29]([N:32]5[C:41](=[O:42])[C:40]6[C:35](=[CH:36][CH:37]=[C:38]([O:43][CH3:44])[CH:39]=6)[N:34]([CH3:45])[C:33]5=[O:46])=[CH:28][CH:27]=4)=[O:22])=[C:19]([F:56])[CH:18]=3)(=[O:15])=[O:14])=[CH:9][CH:8]=2)=[O:6])[CH2:3][CH2:2]1.Cl.O1CCOCC1.